This data is from NCI-60 drug combinations with 297,098 pairs across 59 cell lines. The task is: Regression. Given two drug SMILES strings and cell line genomic features, predict the synergy score measuring deviation from expected non-interaction effect. (1) Drug 1: CCC1(CC2CC(C3=C(CCN(C2)C1)C4=CC=CC=C4N3)(C5=C(C=C6C(=C5)C78CCN9C7C(C=CC9)(C(C(C8N6C=O)(C(=O)OC)O)OC(=O)C)CC)OC)C(=O)OC)O.OS(=O)(=O)O. Drug 2: CC1=C(N=C(N=C1N)C(CC(=O)N)NCC(C(=O)N)N)C(=O)NC(C(C2=CN=CN2)OC3C(C(C(C(O3)CO)O)O)OC4C(C(C(C(O4)CO)O)OC(=O)N)O)C(=O)NC(C)C(C(C)C(=O)NC(C(C)O)C(=O)NCCC5=NC(=CS5)C6=NC(=CS6)C(=O)NCCC[S+](C)C)O. Cell line: HCT-15. Synergy scores: CSS=13.9, Synergy_ZIP=-3.71, Synergy_Bliss=-0.941, Synergy_Loewe=-3.37, Synergy_HSA=-0.332. (2) Drug 1: CC1=C(C(=CC=C1)Cl)NC(=O)C2=CN=C(S2)NC3=CC(=NC(=N3)C)N4CCN(CC4)CCO. Drug 2: CC(C)CN1C=NC2=C1C3=CC=CC=C3N=C2N. Cell line: CAKI-1. Synergy scores: CSS=6.53, Synergy_ZIP=0.244, Synergy_Bliss=3.00, Synergy_Loewe=-7.20, Synergy_HSA=-1.80. (3) Drug 1: CC1=CC2C(CCC3(C2CCC3(C(=O)C)OC(=O)C)C)C4(C1=CC(=O)CC4)C. Drug 2: CN1C(=O)N2C=NC(=C2N=N1)C(=O)N. Cell line: SW-620. Synergy scores: CSS=10.9, Synergy_ZIP=-1.65, Synergy_Bliss=6.64, Synergy_Loewe=1.53, Synergy_HSA=4.01. (4) Synergy scores: CSS=13.4, Synergy_ZIP=-4.76, Synergy_Bliss=-1.19, Synergy_Loewe=-4.12, Synergy_HSA=-1.08. Cell line: NCI-H522. Drug 2: C(CCl)NC(=O)N(CCCl)N=O. Drug 1: C1CN1P(=S)(N2CC2)N3CC3. (5) Drug 1: C1=NC2=C(N1)C(=S)N=C(N2)N. Drug 2: CCC1(CC2CC(C3=C(CCN(C2)C1)C4=CC=CC=C4N3)(C5=C(C=C6C(=C5)C78CCN9C7C(C=CC9)(C(C(C8N6C=O)(C(=O)OC)O)OC(=O)C)CC)OC)C(=O)OC)O.OS(=O)(=O)O. Cell line: HS 578T. Synergy scores: CSS=55.4, Synergy_ZIP=1.09, Synergy_Bliss=0.992, Synergy_Loewe=-16.5, Synergy_HSA=1.70. (6) Drug 1: COC1=C(C=C2C(=C1)N=CN=C2NC3=CC(=C(C=C3)F)Cl)OCCCN4CCOCC4. Drug 2: C(=O)(N)NO. Cell line: K-562. Synergy scores: CSS=13.3, Synergy_ZIP=-3.31, Synergy_Bliss=-0.143, Synergy_Loewe=-7.95, Synergy_HSA=-1.58. (7) Cell line: SK-MEL-5. Drug 1: CC(CN1CC(=O)NC(=O)C1)N2CC(=O)NC(=O)C2. Synergy scores: CSS=12.6, Synergy_ZIP=-6.36, Synergy_Bliss=-2.17, Synergy_Loewe=-1.51, Synergy_HSA=-1.41. Drug 2: C1=NC2=C(N=C(N=C2N1C3C(C(C(O3)CO)O)O)F)N.